Dataset: Catalyst prediction with 721,799 reactions and 888 catalyst types from USPTO. Task: Predict which catalyst facilitates the given reaction. (1) Product: [C:1]([O:5][C:6]([N:8]1[CH2:14][CH2:13][C:12]2[C:15]([CH2:20][S:30][C:31]3[NH:32][CH:33]=[CH:34][N:35]=3)=[C:16]([Cl:19])[CH:17]=[CH:18][C:11]=2[CH2:10][CH2:9]1)=[O:7])([CH3:2])([CH3:4])[CH3:3]. Reactant: [C:1]([O:5][C:6]([N:8]1[CH2:14][CH2:13][C:12]2[C:15]([CH2:20]Cl)=[C:16]([Cl:19])[CH:17]=[CH:18][C:11]=2[CH2:10][CH2:9]1)=[O:7])([CH3:4])([CH3:3])[CH3:2].C(=O)([O-])[O-].[K+].[K+].[I-].[Na+].[SH:30][C:31]1[NH:32][CH:33]=[CH:34][N:35]=1. The catalyst class is: 21. (2) Reactant: [CH3:1][CH:2]([CH2:14][C:15]([CH3:18])([CH3:17])[CH3:16])[CH2:3][CH2:4][CH:5]([C:10](=O)[CH2:11][CH3:12])[C:6]([O:8]C)=O.[NH2:19][C:20]1[NH:24][C:23]([CH3:25])=[N:22][N:21]=1.C1(C)C=CC(S(O)(=O)=O)=CC=1. Product: [CH2:11]([C:10]1[C:5]([CH2:4][CH2:3][CH:2]([CH3:1])[CH2:14][C:15]([CH3:18])([CH3:17])[CH3:16])=[C:6]([OH:8])[N:21]2[N:22]=[C:23]([CH3:25])[N:24]=[C:20]2[N:19]=1)[CH3:12]. The catalyst class is: 728. (3) Reactant: CC([N:5]([C@@H:9]([CH3:13])[CH2:10][C:11]#[N:12])[C:6](=[O:8])[O-:7])(C)C.CS(O[CH2:19][CH2:20][CH3:21])(=O)=O.[C-]#N.[K+].[CH2:25]1OCCOCCOCCOCCOCCOC1. Product: [C:11]([CH2:10][C@@H:9]([NH:5][C:6](=[O:8])[O:7][C:20]([CH3:21])([CH3:25])[CH3:19])[CH3:13])#[N:12]. The catalyst class is: 58. (4) Reactant: [CH2:1]([O:3][C:4]([C:6]1[CH:7]=[N:8][C:9]2[C:14]([C:15]=1OS(C(F)(F)F)(=O)=O)=[CH:13][CH:12]=[C:11]([C:24]([F:27])([F:26])[F:25])[CH:10]=2)=[O:5])[CH3:2].P([O-])([O-])([O-])=O.[K+].[K+].[K+].O1[CH2:41][CH2:40][O:39][CH2:38]C1. Product: [CH2:1]([O:3][C:4]([C:6]1[CH:7]=[N:8][C:9]2[C:14]([C:15]=1[C:14]1[CH:15]=[C:6]([CH:4]=[O:3])[CH:7]=[CH:41][C:40]=1[O:39][CH3:38])=[CH:13][CH:12]=[C:11]([C:24]([F:27])([F:26])[F:25])[CH:10]=2)=[O:5])[CH3:2]. The catalyst class is: 535. (5) Reactant: [F:1][C:2]([F:14])([F:13])[C:3]1[CH:4]=[C:5]([NH:9][C:10]([NH2:12])=[O:11])[CH:6]=[CH:7][CH:8]=1.C[O:16][C:17]([CH:19]1[CH2:24][CH2:23][N:22]([CH2:25][CH2:26][O:27][C:28]2[C:33]([O:34][CH3:35])=[CH:32][CH:31]=[CH:30][C:29]=2[O:36][CH3:37])[CH2:21][CH2:20]1)=O.C[O-].[Na+].O. Product: [CH3:35][O:34][C:33]1[CH:32]=[CH:31][CH:30]=[C:29]([O:36][CH3:37])[C:28]=1[O:27][CH2:26][CH2:25][N:22]1[CH2:23][CH2:24][CH:19]([C:17]([NH:12][C:10]([NH:9][C:5]2[CH:6]=[CH:7][CH:8]=[C:3]([C:2]([F:13])([F:14])[F:1])[CH:4]=2)=[O:11])=[O:16])[CH2:20][CH2:21]1. The catalyst class is: 44. (6) Reactant: [NH2:1][C:2]1[CH:3]=[C:4]([CH:28]=[CH:29][CH:30]=1)[O:5][C:6]1[C:7]2[CH:27]=[CH:26][NH:25][C:8]=2[N:9]=[C:10]([NH:12][C:13]2[CH:18]=[CH:17][C:16]([N:19]([CH2:21][CH2:22][O:23][CH3:24])[CH3:20])=[CH:15][CH:14]=2)[N:11]=1.CCN(C(C)C)C(C)C.[C:40](Cl)(=[O:43])[CH:41]=[CH2:42].[OH-].[Na+]. Product: [CH3:24][O:23][CH2:22][CH2:21][N:19]([CH3:20])[C:16]1[CH:17]=[CH:18][C:13]([NH:12][C:10]2[N:11]=[C:6]([O:5][C:4]3[CH:3]=[C:2]([NH:1][C:40](=[O:43])[CH:41]=[CH2:42])[CH:30]=[CH:29][CH:28]=3)[C:7]3[CH:27]=[CH:26][NH:25][C:8]=3[N:9]=2)=[CH:14][CH:15]=1. The catalyst class is: 20.